This data is from Reaction yield outcomes from USPTO patents with 853,638 reactions. The task is: Predict the reaction yield, written as a fraction of the theoretical maximum amount of product (1.0 means a 100% yield; for example, 0.34 means a 34% yield). The product is [S:32]1[CH:33]=[CH:34][N:35]=[C:31]1[CH2:30][O:25][C:22]1[CH:23]=[CH:24][C:19]([CH2:18][C:15]2[CH:14]=[C:13]([C:12]3[C:7]([NH2:6])=[N:8][C:9]([NH2:26])=[CH:10][CH:11]=3)[O:17][N:16]=2)=[CH:20][CH:21]=1. The catalyst is CN(C)C=O. The reactants are O1CCCC1.[NH2:6][C:7]1[C:12]([C:13]2[O:17][N:16]=[C:15]([CH2:18][C:19]3[CH:24]=[CH:23][C:22]([OH:25])=[CH:21][CH:20]=3)[CH:14]=2)=[CH:11][CH:10]=[C:9]([NH2:26])[N:8]=1.[OH-].[Na+].Cl[CH2:30][C:31]1[S:32][CH:33]=[CH:34][N:35]=1. The yield is 0.640.